Dataset: Reaction yield outcomes from USPTO patents with 853,638 reactions. Task: Predict the reaction yield, written as a fraction of the theoretical maximum amount of product (1.0 means a 100% yield; for example, 0.34 means a 34% yield). (1) The reactants are [Br:1][C:2]1[CH:10]=[CH:9][CH:8]=[C:7]2[C:3]=1[CH:4]=[N:5][NH:6]2.C([O-])([O-])=O.[Cs+].[Cs+].Br[CH2:18][CH2:19][C:20]([CH3:27])([CH3:26])[C:21]([O:23][CH2:24][CH3:25])=[O:22]. The catalyst is CN(C=O)C.CCOC(C)=O. The product is [Br:1][C:2]1[CH:10]=[CH:9][CH:8]=[C:7]2[C:3]=1[CH:4]=[N:5][N:6]2[CH2:18][CH2:19][C:20]([CH3:27])([CH3:26])[C:21]([O:23][CH2:24][CH3:25])=[O:22]. The yield is 0.400. (2) The reactants are [C:1]([C:4]1[N:9]=[N:8][C:7]([NH:10][C@@H:11]2[CH2:16][CH2:15][O:14][CH2:13][C@@H:12]2[NH:17]C(=O)OC(C)(C)C)=[CH:6][C:5]=1[NH:25][C:26]1[CH:31]=[CH:30][CH:29]=[C:28]([O:32][CH:33]([CH3:35])[CH3:34])[N:27]=1)(=[O:3])[NH2:2].FC(F)(F)C(O)=O. The catalyst is ClCCl.[NH4+].[OH-].O. The product is [NH2:17][C@@H:12]1[C@H:11]([NH:10][C:7]2[N:8]=[N:9][C:4]([C:1]([NH2:2])=[O:3])=[C:5]([NH:25][C:26]3[CH:31]=[CH:30][CH:29]=[C:28]([O:32][CH:33]([CH3:35])[CH3:34])[N:27]=3)[CH:6]=2)[CH2:16][CH2:15][O:14][CH2:13]1. The yield is 0.460. (3) The reactants are [OH:1][C:2]1[CH:9]=[C:8]([OH:10])[CH:7]=[C:6]([CH3:11])[C:3]=1[CH:4]=[O:5].[O:12]1[CH:17]=[CH:16][CH2:15][CH2:14][CH2:13]1. The catalyst is ClCCl. The product is [OH:1][C:2]1[CH:9]=[C:8]([O:10][CH:13]2[CH2:14][CH2:15][CH2:16][CH2:17][O:12]2)[CH:7]=[C:6]([CH3:11])[C:3]=1[CH:4]=[O:5]. The yield is 0.981. (4) The reactants are [CH2:1]([O:3][C:4]1[CH:13]=[C:12]2[C:7]([CH:8]=[CH:9][C:10](/[CH:14]=[N:15]/[NH:16][C:17]3[N:22]=[CH:21][C:20]([C@H:23]([N:28]4[CH2:32][CH2:31][C@@:30]([NH:34][C:35](=[O:41])[O:36][C:37]([CH3:40])([CH3:39])[CH3:38])([CH3:33])[CH2:29]4)[C:24]([F:27])([F:26])[F:25])=[CH:19][CH:18]=3)=[N:11]2)=[CH:6][C:5]=1[F:42])[CH3:2].C(O)(=O)C.C(O)(=O)C.IC1C=CC=CC=1. The product is [CH2:1]([O:3][C:4]1[CH:13]=[C:12]2[C:7]([CH:8]=[CH:9][C:10]([C:14]3[N:22]4[CH:21]=[C:20]([C@H:23]([N:28]5[CH2:32][CH2:31][C@@:30]([NH:34][C:35](=[O:41])[O:36][C:37]([CH3:40])([CH3:39])[CH3:38])([CH3:33])[CH2:29]5)[C:24]([F:27])([F:25])[F:26])[CH:19]=[CH:18][C:17]4=[N:16][N:15]=3)=[N:11]2)=[CH:6][C:5]=1[F:42])[CH3:2]. The yield is 0.858. The catalyst is C(Cl)Cl. (5) The yield is 0.773. The product is [C:1]([C:5]1[C:13]2[C:8](=[CH:9][C:10]([NH2:14])=[CH:11][CH:12]=2)[NH:7][CH:6]=1)([CH3:4])([CH3:2])[CH3:3]. The reactants are [C:1]([C:5]1[C:13]2[C:8](=[CH:9][C:10]([N+:14]([O-])=O)=[CH:11][CH:12]=2)[NH:7][CH:6]=1)([CH3:4])([CH3:3])[CH3:2]. The catalyst is C(O)C.[Ni]. (6) The reactants are [CH2:1]([O:8][C:9]1[N:18]=[C:17]([C:19]2[CH:20]=[C:21]3[C:25](=[CH:26][CH:27]=2)[N:24]([CH3:28])[CH:23]=[CH:22]3)[C:16]([CH2:29][CH3:30])=[C:15]([O:31][CH2:32][C:33]2[CH:38]=[CH:37][CH:36]=[CH:35][CH:34]=2)[C:10]=1[C:11]([O:13][CH3:14])=[O:12])[C:2]1[CH:7]=[CH:6][CH:5]=[CH:4][CH:3]=1.ClS([N:43]=[C:44]=O)(=O)=O. The yield is 0.790. The product is [CH2:1]([O:8][C:9]1[N:18]=[C:17]([C:19]2[CH:20]=[C:21]3[C:25](=[CH:26][CH:27]=2)[N:24]([CH3:28])[CH:23]=[C:22]3[C:44]#[N:43])[C:16]([CH2:29][CH3:30])=[C:15]([O:31][CH2:32][C:33]2[CH:34]=[CH:35][CH:36]=[CH:37][CH:38]=2)[C:10]=1[C:11]([O:13][CH3:14])=[O:12])[C:2]1[CH:7]=[CH:6][CH:5]=[CH:4][CH:3]=1. The catalyst is CN(C=O)C.